This data is from Full USPTO retrosynthesis dataset with 1.9M reactions from patents (1976-2016). The task is: Predict the reactants needed to synthesize the given product. (1) Given the product [Cl:1][C:2]1[CH:14]=[C:13]([CH2:15][OH:16])[CH:12]=[C:11]([O:17][CH3:18])[C:3]=1[O:4][CH2:5][C:6]([O:8][CH2:9][CH3:10])=[O:7], predict the reactants needed to synthesize it. The reactants are: [Cl:1][C:2]1[CH:14]=[C:13]([CH:15]=[O:16])[CH:12]=[C:11]([O:17][CH3:18])[C:3]=1[O:4][CH2:5][C:6]([O:8][CH2:9][CH3:10])=[O:7].[BH4-].[Na+]. (2) Given the product [Cl:1][C:2]1[CH:3]=[CH:4][C:5]2[N:11]3[C:12]([CH3:15])=[N:13][N:14]=[C:10]3[C@@H:9]([CH2:16][CH2:17][C:18]([N:32]3[CH2:37][CH2:36][CH:35]([CH2:38][C:39]([O:41][CH2:42][CH3:43])=[O:40])[CH2:34][CH2:33]3)=[O:19])[O:8][C@H:7]([C:21]3[CH:26]=[CH:25][CH:24]=[C:23]([O:27][CH3:28])[C:22]=3[O:29][CH3:30])[C:6]=2[CH:31]=1, predict the reactants needed to synthesize it. The reactants are: [Cl:1][C:2]1[CH:3]=[CH:4][C:5]2[N:11]3[C:12]([CH3:15])=[N:13][N:14]=[C:10]3[C@@H:9]([CH2:16][CH2:17][C:18](O)=[O:19])[O:8][C@H:7]([C:21]3[CH:26]=[CH:25][CH:24]=[C:23]([O:27][CH3:28])[C:22]=3[O:29][CH3:30])[C:6]=2[CH:31]=1.[NH:32]1[CH2:37][CH2:36][CH:35]([CH2:38][C:39]([O:41][CH2:42][CH3:43])=[O:40])[CH2:34][CH2:33]1.ON1C2C=CC=CC=2N=N1.CN1CCOCC1.Cl.C(N=C=NCCCN(C)C)C. (3) Given the product [NH:1]([C:41]([O:43][C:44]([CH3:47])([CH3:46])[CH3:45])=[O:42])[C@H:2]([C:18]([NH:20][C@H:21]([C:37]([O:39][CH3:40])=[O:38])[CH2:22][CH2:23][CH2:24][CH2:25][NH2:26])=[O:19])[CH2:3][CH2:4][CH2:5][CH2:6][NH2:7], predict the reactants needed to synthesize it. The reactants are: [NH:1]([C:41]([O:43][C:44]([CH3:47])([CH3:46])[CH3:45])=[O:42])[C@H:2]([C:18]([NH:20][C@H:21]([C:37]([O:39][CH3:40])=[O:38])[CH2:22][CH2:23][CH2:24][CH2:25][NH:26]C(OCC1C=CC=CC=1)=O)=[O:19])[CH2:3][CH2:4][CH2:5][CH2:6][NH:7]C(OCC1C=CC=CC=1)=O.FC(F)(F)C(O)=O.